From a dataset of Reaction yield outcomes from USPTO patents with 853,638 reactions. Predict the reaction yield, written as a fraction of the theoretical maximum amount of product (1.0 means a 100% yield; for example, 0.34 means a 34% yield). (1) The reactants are Br[C:2]1[CH:3]=[N:4][CH:5]=[C:6]2[C:11]=1[N:10]=[C:9]([C:12]([NH2:14])=[O:13])[CH:8]=[CH:7]2.[CH3:15][N:16]([CH3:26])[C:17]1[CH:22]=[C:21](B(O)O)[CH:20]=[CH:19][N:18]=1.C(=O)([O-])[O-].[Cs+].[Cs+]. The catalyst is O1CCOCC1.O.C1(P([C-]2C=CC=C2)C2C=CC=CC=2)C=CC=CC=1.[C-]1(P(C2C=CC=CC=2)C2C=CC=CC=2)C=CC=C1.[Fe+2].[Pd](Cl)Cl. The product is [CH3:15][N:16]([CH3:26])[C:17]1[CH:22]=[C:21]([C:2]2[CH:3]=[N:4][CH:5]=[C:6]3[C:11]=2[N:10]=[C:9]([C:12]([NH2:14])=[O:13])[CH:8]=[CH:7]3)[CH:20]=[CH:19][N:18]=1. The yield is 0.600. (2) The reactants are [Cl:1][C:2]1[CH:3]=[C:4]([CH:7]=[CH:8][C:9]=1[S:10][CH3:11])[CH:5]=[O:6].[BH4-].[Na+]. The catalyst is C1COCC1.O. The product is [Cl:1][C:2]1[CH:3]=[C:4]([CH2:5][OH:6])[CH:7]=[CH:8][C:9]=1[S:10][CH3:11]. The yield is 0.910. (3) The reactants are I[C:2]1[CH:7]=[C:6]([O:8][CH3:9])[CH:5]=[C:4]([O:10][CH3:11])[CH:3]=1.[Li]C(C)(C)C.[C:17](OCC)(=[O:23])[C:18]([O:20][CH2:21][CH3:22])=[O:19]. The catalyst is C1COCC1.CCCCC. The product is [CH3:11][O:10][C:4]1[CH:3]=[C:2]([C:17](=[O:23])[C:18]([O:20][CH2:21][CH3:22])=[O:19])[CH:7]=[C:6]([O:8][CH3:9])[CH:5]=1. The yield is 0.710. (4) The reactants are [CH2:1]([O:8][C:9]1[CH:14]=[CH:13][N:12]([C:15]2[CH:20]=[CH:19][C:18]3[C:21]4[CH2:26][CH2:25][N:24](C(OC(C)(C)C)=O)[CH2:23][C:22]=4[O:34][C:17]=3[CH:16]=2)[C:11](=[O:35])[CH:10]=1)[C:2]1[CH:7]=[CH:6][CH:5]=[CH:4][CH:3]=1.Cl. The catalyst is CO.CCOCC. The product is [CH2:1]([O:8][C:9]1[CH:14]=[CH:13][N:12]([C:15]2[CH:20]=[CH:19][C:18]3[C:21]4[CH2:26][CH2:25][NH:24][CH2:23][C:22]=4[O:34][C:17]=3[CH:16]=2)[C:11](=[O:35])[CH:10]=1)[C:2]1[CH:3]=[CH:4][CH:5]=[CH:6][CH:7]=1. The yield is 0.710. (5) The reactants are [CH3:1][O:2][C:3]1[CH:8]=[CH:7][C:6]([C:9]2[CH:17]=[CH:16][CH:15]=[C:14]3[C:10]=2[CH2:11][C:12](=[O:18])[NH:13]3)=[CH:5][CH:4]=1.[N:19]1([CH2:24][CH2:25][NH:26][C:27]([C:29]2[C:33]([CH3:34])=[C:32]([CH:35]=O)[NH:31][C:30]=2[CH3:37])=[O:28])[CH:23]=[CH:22][N:21]=[N:20]1. The catalyst is C(O)C.N1CCCCC1. The product is [N:19]1([CH2:24][CH2:25][NH:26][C:27]([C:29]2[C:33]([CH3:34])=[C:32]([CH:35]=[C:11]3[C:10]4[C:14](=[CH:15][CH:16]=[CH:17][C:9]=4[C:6]4[CH:7]=[CH:8][C:3]([O:2][CH3:1])=[CH:4][CH:5]=4)[NH:13][C:12]3=[O:18])[NH:31][C:30]=2[CH3:37])=[O:28])[CH:23]=[CH:22][N:21]=[N:20]1. The yield is 0.450.